From a dataset of TCR-epitope binding with 47,182 pairs between 192 epitopes and 23,139 TCRs. Binary Classification. Given a T-cell receptor sequence (or CDR3 region) and an epitope sequence, predict whether binding occurs between them. (1) The epitope is LLMPILTLT. The TCR CDR3 sequence is CASSLVERNEQFF. Result: 1 (the TCR binds to the epitope). (2) The epitope is CINGVCWTV. The TCR CDR3 sequence is CASSLYIQGGEQYF. Result: 1 (the TCR binds to the epitope). (3) The epitope is VLAWLYAAV. The TCR CDR3 sequence is CASSEWGGNEQFF. Result: 0 (the TCR does not bind to the epitope). (4) Result: 0 (the TCR does not bind to the epitope). The TCR CDR3 sequence is CASSRTGGYNEQFF. The epitope is GTSGSPIIDK. (5) The epitope is HLVDFQVTI. The TCR CDR3 sequence is CASSEEVRREQYV. Result: 0 (the TCR does not bind to the epitope). (6) The epitope is YLQPRTFLL. The TCR CDR3 sequence is CASGDLDSIEAFF. Result: 1 (the TCR binds to the epitope).